From a dataset of Forward reaction prediction with 1.9M reactions from USPTO patents (1976-2016). Predict the product of the given reaction. (1) Given the reactants N1C=CC=CC=1.[N:7]1[CH:12]=[CH:11][CH:10]=[C:9]([CH2:13][O:14][C:15]2[CH:20]=[CH:19][CH:18]=[CH:17][C:16]=2[NH2:21])[CH:8]=1.[N:22]1([C:28]2[N:29]=[C:30]([CH2:35][C:36]([O-])=[O:37])[NH:31][C:32](=[O:34])[CH:33]=2)[CH2:27][CH2:26][O:25][CH2:24][CH2:23]1.[Na+], predict the reaction product. The product is: [N:22]1([C:28]2[N:29]=[C:30]([CH2:35][C:36]([NH:21][C:16]3[CH:17]=[CH:18][CH:19]=[CH:20][C:15]=3[O:14][CH2:13][C:9]3[CH:8]=[N:7][CH:12]=[CH:11][CH:10]=3)=[O:37])[NH:31][C:32](=[O:34])[CH:33]=2)[CH2:23][CH2:24][O:25][CH2:26][CH2:27]1. (2) Given the reactants [C:1]([O:5][C:6](=[O:29])[NH:7][C:8]1(/[CH:16]=[CH:17]/[C:18]2[CH:23]=[CH:22][C:21]([OH:24])=[C:20]([C:25]([F:28])([F:27])[F:26])[CH:19]=2)[CH2:13][O:12][C:11]([CH3:15])([CH3:14])[O:10][CH2:9]1)([CH3:4])([CH3:3])[CH3:2].C(=O)([O-])[O-].[K+].[K+].Br[CH2:37][CH2:38][CH2:39][C:40]1[CH:45]=[CH:44][CH:43]=[CH:42][C:41]=1[F:46].O, predict the reaction product. The product is: [C:1]([O:5][C:6](=[O:29])[NH:7][C:8]1(/[CH:16]=[CH:17]/[C:18]2[CH:23]=[CH:22][C:21]([O:24][CH2:37][CH2:38][CH2:39][C:40]3[CH:45]=[CH:44][CH:43]=[CH:42][C:41]=3[F:46])=[C:20]([C:25]([F:28])([F:26])[F:27])[CH:19]=2)[CH2:13][O:12][C:11]([CH3:15])([CH3:14])[O:10][CH2:9]1)([CH3:2])([CH3:3])[CH3:4]. (3) Given the reactants [CH2:1]([O:3][C:4](=[O:36])[C:5]([O:23][C:24]1[CH:29]=[CH:28][C:27]([CH:30]2[CH2:35][CH2:34][CH2:33][CH2:32][CH2:31]2)=[CH:26][CH:25]=1)([CH3:22])[CH:6]([C:8]1[CH:13]=[CH:12][C:11]([O:14][CH2:15][C:16]2[CH:21]=[CH:20][CH:19]=[CH:18][CH:17]=2)=[CH:10][CH:9]=1)O)[CH3:2].B(F)(F)F.CCOCC.C([SiH](CC)CC)C.C([O-])([O-])=O.[Na+].[Na+], predict the reaction product. The product is: [CH2:1]([O:3][C:4](=[O:36])[C:5]([O:23][C:24]1[CH:25]=[CH:26][C:27]([CH:30]2[CH2:35][CH2:34][CH2:33][CH2:32][CH2:31]2)=[CH:28][CH:29]=1)([CH3:22])[CH2:6][C:8]1[CH:9]=[CH:10][C:11]([O:14][CH2:15][C:16]2[CH:21]=[CH:20][CH:19]=[CH:18][CH:17]=2)=[CH:12][CH:13]=1)[CH3:2]. (4) Given the reactants [Cl:1][C:2]1[N:3]([CH2:10][C@:11]2([CH3:14])[CH2:13][O:12]2)[CH:4]=[C:5]([N+:7]([O-:9])=[O:8])[N:6]=1.[CH3:15][NH:16][CH2:17][C:18]1[CH:23]=[CH:22][CH:21]=[CH:20][CH:19]=1.CN(C=O)C, predict the reaction product. The product is: [OH:12][C@@:11]([CH3:14])([CH2:13][N:16]([CH3:15])[CH2:17][C:18]1[CH:23]=[CH:22][CH:21]=[CH:20][CH:19]=1)[CH2:10][N:3]1[CH:4]=[C:5]([N+:7]([O-:9])=[O:8])[N:6]=[C:2]1[Cl:1]. (5) Given the reactants [NH2:1][C:2]1[CH:7]=[CH:6][C:5]([C:8]2[C:16]3[C:11](=[N:12][CH:13]=[CH:14][CH:15]=3)[NH:10][C:9]=2[C:17]([NH2:19])=[O:18])=[CH:4][CH:3]=1.[F:20][C:21]1[CH:26]=[CH:25][CH:24]=[CH:23][C:22]=1[N:27]=[C:28]=[O:29], predict the reaction product. The product is: [F:20][C:21]1[CH:26]=[CH:25][CH:24]=[CH:23][C:22]=1[NH:27][C:28](=[O:29])[NH:1][C:2]1[CH:3]=[CH:4][C:5]([C:8]2[C:16]3[C:11](=[N:12][CH:13]=[CH:14][CH:15]=3)[NH:10][C:9]=2[C:17]([NH2:19])=[O:18])=[CH:6][CH:7]=1. (6) Given the reactants [C:1]([N:4]1[C:13]2[C:8](=[CH:9][C:10]([N:14]3[CH2:19][CH2:18][CH:17]([NH:20][C:21](=[O:27])[O:22][C:23]([CH3:26])([CH3:25])[CH3:24])[CH2:16][CH2:15]3)=[CH:11][CH:12]=2)[C@H:7]([NH:28]C(OCC2C=CC=CC=2)=O)[C@@H:6]([CH3:39])[C@@H:5]1[CH3:40])(=[O:3])[CH3:2], predict the reaction product. The product is: [C:1]([N:4]1[C:13]2[C:8](=[CH:9][C:10]([N:14]3[CH2:15][CH2:16][CH:17]([NH:20][C:21](=[O:27])[O:22][C:23]([CH3:25])([CH3:24])[CH3:26])[CH2:18][CH2:19]3)=[CH:11][CH:12]=2)[C@H:7]([NH2:28])[C@@H:6]([CH3:39])[C@@H:5]1[CH3:40])(=[O:3])[CH3:2]. (7) Given the reactants [SH:1][C:2]1[CH:10]=[C:9]([O:11][CH3:12])[CH:8]=[CH:7][C:3]=1[C:4]([OH:6])=O.[C:13]([C:15]1[N:20]=[C:19]([CH2:21][CH2:22][C:23]([O:25][C:26]([CH3:29])([CH3:28])[CH3:27])=[O:24])[CH:18]=[CH:17][CH:16]=1)#[N:14], predict the reaction product. The product is: [CH3:12][O:11][C:9]1[CH:8]=[CH:7][C:3]2[C:4](=[O:6])[N:14]=[C:13]([C:15]3[N:20]=[C:19]([CH2:21][CH2:22][C:23]([O:25][C:26]([CH3:29])([CH3:28])[CH3:27])=[O:24])[CH:18]=[CH:17][CH:16]=3)[S:1][C:2]=2[CH:10]=1.